From a dataset of Full USPTO retrosynthesis dataset with 1.9M reactions from patents (1976-2016). Predict the reactants needed to synthesize the given product. Given the product [CH3:30][C:23]1[NH:20][C:19]([C:15]2[S:14][CH:18]=[CH:17][N:16]=2)=[N:21][CH:5]([C:4]2[CH:7]=[CH:8][CH:9]=[CH:10][C:3]=2[C:2]([F:12])([F:11])[F:1])[C:24]=1[C:25]([O:27][CH2:28][CH3:29])=[O:26], predict the reactants needed to synthesize it. The reactants are: [F:1][C:2]([F:12])([F:11])[C:3]1[CH:10]=[CH:9][CH:8]=[CH:7][C:4]=1[CH:5]=O.Cl.[S:14]1[CH:18]=[CH:17][N:16]=[C:15]1[C:19](=[NH:21])[NH2:20].O=[C:23]([CH3:30])[CH2:24][C:25]([O:27][CH2:28][CH3:29])=[O:26].C([O-])(=O)C.[Na+].